This data is from Reaction yield outcomes from USPTO patents with 853,638 reactions. The task is: Predict the reaction yield, written as a fraction of the theoretical maximum amount of product (1.0 means a 100% yield; for example, 0.34 means a 34% yield). (1) The reactants are [CH3:1][C:2]1[N:6]([CH2:7][C:8]2[CH:13]=[CH:12][CH:11]=[C:10]([C:14]([F:17])([F:16])[F:15])[C:9]=2[CH3:18])[C:5]2[CH:19]=[C:20]([N:26]3[CH2:31][CH2:30][O:29][CH2:28][CH2:27]3)[CH:21]=[C:22]([C:23]([OH:25])=[O:24])[C:4]=2[N:3]=1.O.[CH2:33]([OH:40])[C:34]([NH2:39])([CH2:37][OH:38])[CH2:35][OH:36]. The catalyst is CO. The product is [CH3:1][C:2]1[N:6]([CH2:7][C:8]2[CH:13]=[CH:12][CH:11]=[C:10]([C:14]([F:16])([F:15])[F:17])[C:9]=2[CH3:18])[C:5]2[CH:19]=[C:20]([N:26]3[CH2:27][CH2:28][O:29][CH2:30][CH2:31]3)[CH:21]=[C:22]([C:23]([OH:25])=[O:24])[C:4]=2[N:3]=1.[NH2:39][C:34]([CH2:37][OH:38])([CH2:35][OH:36])[CH2:33][OH:40]. The yield is 0.930. (2) The reactants are C1(C(C2C=CC=CC=2)([C@@H]2CCCN2)O)C=CC=CC=1.B.[F:21][C:22]1[CH:27]=[CH:26][C:25]([C:28]2[C:29]([C:43](=O)[C:44]3[CH:49]=[CH:48][C:47]([O:50][CH2:51][CH2:52][N:53]4[CH2:58][CH2:57][CH2:56][CH2:55][CH2:54]4)=[CH:46][CH:45]=3)=[C:30]3[C:35](=[CH:36][CH:37]=2)[CH:34]=[C:33]([O:38][S:39]([CH3:42])(=[O:41])=[O:40])[CH:32]=[CH:31]3)=[C:24]([S:60]C)[CH:23]=1.C(CN)O.[Cl-].[NH4+].C(N(CC)CC)C.CS(Cl)(=O)=O.C(=O)(O)[O-].[Na+]. The catalyst is C1COCC1.C(Cl)Cl. The product is [F:21][C:22]1[CH:23]=[C:24]2[C:25](=[CH:26][CH:27]=1)[C:28]1[C:29](=[C:30]3[C:35](=[CH:36][CH:37]=1)[CH:34]=[C:33]([O:38][S:39]([CH3:42])(=[O:40])=[O:41])[CH:32]=[CH:31]3)[CH:43]([C:44]1[CH:45]=[CH:46][C:47]([O:50][CH2:51][CH2:52][N:53]3[CH2:58][CH2:57][CH2:56][CH2:55][CH2:54]3)=[CH:48][CH:49]=1)[S:60]2. The yield is 0.880. (3) The reactants are [Cl:1][C:2]1[N:11]=[CH:10][C:9]2[NH:8][C:7](=O)[C@@H](CC)[N:5]([CH:15]3[CH2:19][CH2:18][CH2:17][CH2:16]3)[C:4]=2[N:3]=1.[NH2:20][NH2:21].[CH2:22]1[CH2:26]O[CH2:24][CH2:23]1.C(OCC)(=O)C. The catalyst is P(Cl)(Cl)(Cl)=O. The product is [Cl:1][C:2]1[N:11]=[CH:10][C:9]2[N:8]3[CH:7]=[N:20][N:21]=[C:24]3[C@@H:23]([CH2:22][CH3:26])[N:5]([CH:15]3[CH2:19][CH2:18][CH2:17][CH2:16]3)[C:4]=2[N:3]=1. The yield is 0.630. (4) The reactants are [N+:1]([C:4]1[CH:9]=[CH:8][C:7]([C:10]2[C:15]([F:16])=[C:14]([F:17])[C:13]([F:18])=[C:12]([F:19])[C:11]=2[F:20])=[CH:6][CH:5]=1)([O-])=O. The catalyst is C(O)C.[Pd]. The product is [NH2:1][C:4]1[CH:9]=[CH:8][C:7]([C:10]2[C:11]([F:20])=[C:12]([F:19])[C:13]([F:18])=[C:14]([F:17])[C:15]=2[F:16])=[CH:6][CH:5]=1. The yield is 0.890. (5) The reactants are [CH3:1][NH:2][CH2:3][C:4]1[CH:5]=[CH:6][CH:7]=[C:8]2[C:12]=1[N:11]([CH3:13])[CH:10]=[CH:9]2.Cl.Cl.[CH3:16][N:17]1[CH2:23][C:22]2[CH:24]=[C:25](/[CH:28]=[CH:29]/[C:30](O)=[O:31])[CH:26]=[N:27][C:21]=2[NH:20][C:19](=[O:33])[CH2:18]1.C1C=CC2N(O)N=NC=2C=1.C(N(C(C)C)CC)(C)C.CCN=C=NCCCN(C)C.Cl. The catalyst is CN(C=O)C.O. The product is [CH3:1][N:2]([CH2:3][C:4]1[CH:5]=[CH:6][CH:7]=[C:8]2[C:12]=1[N:11]([CH3:13])[CH:10]=[CH:9]2)[C:30](=[O:31])/[CH:29]=[CH:28]/[C:25]1[CH:26]=[N:27][C:21]2[NH:20][C:19](=[O:33])[CH2:18][N:17]([CH3:16])[CH2:23][C:22]=2[CH:24]=1. The yield is 0.500. (6) The reactants are [CH:1]([CH:3]1[O:8][CH2:7][CH2:6][N:5]([C:9]([O:11][CH2:12][C:13]2[CH:18]=[CH:17][CH:16]=[CH:15][CH:14]=2)=[O:10])[CH2:4]1)=O.C1(P(C2C=CC=CC=2)(C2C=CC=CC=2)=[CH:26][C:27]([O:29][CH3:30])=[O:28])C=CC=CC=1. The catalyst is C(Cl)Cl. The product is [CH3:30][O:29][C:27](=[O:28])[CH:26]=[CH:1][CH:3]1[O:8][CH2:7][CH2:6][N:5]([C:9]([O:11][CH2:12][C:13]2[CH:14]=[CH:15][CH:16]=[CH:17][CH:18]=2)=[O:10])[CH2:4]1. The yield is 0.480. (7) The reactants are [Br:1][C:2]1[CH:3]=[C:4]([C:8]([NH:12][C:13](=[O:19])[O:14][C:15]([CH3:18])([CH3:17])[CH3:16])([CH3:11])[CH:9]=O)[CH:5]=[CH:6][CH:7]=1.[CH3:20][NH2:21].C(O[BH-](OC(=O)C)OC(=O)C)(=O)C.[Na+]. The catalyst is ClC(Cl)C.O. The product is [Br:1][C:2]1[CH:3]=[C:4]([C:8]([NH:12][C:13](=[O:19])[O:14][C:15]([CH3:18])([CH3:17])[CH3:16])([CH3:11])[CH2:9][NH:21][CH3:20])[CH:5]=[CH:6][CH:7]=1. The yield is 0.600. (8) The reactants are N[C:2]1[CH:11]=[C:10]([F:12])[C:9]([CH3:13])=[CH:8][C:3]=1[C:4]([O:6][CH3:7])=[O:5].N([O-])=O.[Na+].C(OCC)(=O)C.[BrH:24]. The catalyst is [Cu]Br. The product is [Br:24][C:2]1[CH:11]=[C:10]([F:12])[C:9]([CH3:13])=[CH:8][C:3]=1[C:4]([O:6][CH3:7])=[O:5]. The yield is 0.740.